From a dataset of Forward reaction prediction with 1.9M reactions from USPTO patents (1976-2016). Predict the product of the given reaction. (1) The product is: [O:22]=[C:21]1[CH:13]([C:14]([O:16][C:17]([CH3:18])([CH3:20])[CH3:19])=[O:15])[C:4]2[N:5]=[CH:6][C:7]([C:9]([F:12])([F:11])[F:10])=[CH:8][C:3]=2[CH2:1][NH:2]1. Given the reactants [C:1]([C:3]1[C:4]([CH:13]([C:21](OC)=[O:22])[C:14]([O:16][C:17]([CH3:20])([CH3:19])[CH3:18])=[O:15])=[N:5][CH:6]=[C:7]([C:9]([F:12])([F:11])[F:10])[CH:8]=1)#[N:2].[H][H], predict the reaction product. (2) Given the reactants [CH3:1][O:2][C:3]1[CH:8]=[CH:7][C:6]([C:9]2[C:17]3[C:16]([NH:18][C:19]4[CH:20]=[C:21]([CH:27]=[CH:28][CH:29]=4)[O:22][CH2:23][C:24]([OH:26])=[O:25])=[N:15][CH:14]=[N:13][C:12]=3[O:11][C:10]=2[C:30]2[CH:35]=[CH:34][CH:33]=[CH:32][CH:31]=2)=[CH:5][CH:4]=1.[CH3:36][OH:37], predict the reaction product. The product is: [CH2:36]([CH2:12][NH2:13])[OH:37].[CH2:36]([CH2:12][NH2:13])[OH:37].[CH2:36]([CH2:12][NH2:13])[OH:37].[CH3:1][O:2][C:3]1[CH:4]=[CH:5][C:6]([C:9]2[C:17]3[C:16]([NH:18][C:19]4[CH:20]=[C:21]([CH:27]=[CH:28][CH:29]=4)[O:22][CH2:23][C:24]([OH:26])=[O:25])=[N:15][CH:14]=[N:13][C:12]=3[O:11][C:10]=2[C:30]2[CH:35]=[CH:34][CH:33]=[CH:32][CH:31]=2)=[CH:7][CH:8]=1.